Dataset: Peptide-MHC class I binding affinity with 185,985 pairs from IEDB/IMGT. Task: Regression. Given a peptide amino acid sequence and an MHC pseudo amino acid sequence, predict their binding affinity value. This is MHC class I binding data. The peptide sequence is AVAKYFSPL. The MHC is HLA-A32:01 with pseudo-sequence HLA-A32:01. The binding affinity (normalized) is 0.478.